This data is from Forward reaction prediction with 1.9M reactions from USPTO patents (1976-2016). The task is: Predict the product of the given reaction. (1) Given the reactants [H-].[Na+].[C:3]([O:10][CH3:11])(=[O:9])[CH2:4][C:5]([O:7][CH3:8])=[O:6].Cl[C:13]1[CH:18]=[CH:17][C:16]([N+:19]([O-:21])=[O:20])=[CH:15][C:14]=1[Cl:22], predict the reaction product. The product is: [Cl:22][C:14]1[CH:15]=[C:16]([N+:19]([O-:21])=[O:20])[CH:17]=[CH:18][C:13]=1[CH:4]([C:3]([O:10][CH3:11])=[O:9])[C:5]([O:7][CH3:8])=[O:6]. (2) The product is: [O:14]1[C:18]2[CH:19]=[CH:20][C:21]([C:23]3[NH:13][C:12]4[N:11]([N:10]=[CH:9][C:8]=4[C:6]4[O:7][C:3]([CH2:1][CH3:2])=[CH:4][N:5]=4)[C:25](=[O:26])[CH:24]=3)=[CH:22][C:17]=2[O:16][CH2:15]1. Given the reactants [CH2:1]([C:3]1[O:7][C:6]([C:8]2[CH:9]=[N:10][NH:11][C:12]=2[NH2:13])=[N:5][CH:4]=1)[CH3:2].[O:14]1[C:18]2[CH:19]=[CH:20][C:21]([C:23](=O)[CH2:24][C:25](OCC)=[O:26])=[CH:22][C:17]=2[O:16][CH2:15]1.CC1C=CC(S(O)(=O)=O)=CC=1, predict the reaction product. (3) Given the reactants [Cl:1][C:2]1[CH:7]=[CH:6][C:5]([N:8]2[C:12]([CH3:13])=[CH:11][C:10]([C:14](=[O:18])[C:15](O)=O)=[C:9]2[CH3:19])=[CH:4][CH:3]=1.[Br:20]CC(Cl)=O.ClCC([C:29]1[CH:33]=[C:32](C)[N:31](C2C=CC(Cl)=CC=2)[C:30]=1C)=O.[Br-].N1C=CC=C1, predict the reaction product. The product is: [Br-:20].[Cl:1][C:2]1[CH:7]=[CH:6][C:5]([N:8]2[C:12]([CH3:13])=[CH:11][C:10]([C:14](=[O:18])[CH2:15][N:31]3[CH:32]=[CH:33][CH:29]=[CH:30]3)=[C:9]2[CH3:19])=[CH:4][CH:3]=1. (4) Given the reactants BrBr.Br[C:4]1[CH:5]=[C:6]([CH:18]=[C:19]([Cl:21])[CH:20]=1)[O:7][C:8]1[C:16]([Cl:17])=[CH:15][CH:14]=[C:13]2[C:9]=1[CH:10]=[N:11][NH:12]2.C1(P(C2C=CC=CC=2)C2C=CC=CC=2)C=CC=CC=1.[CH3:41][N:42](C=O)C, predict the reaction product. The product is: [Cl:21][C:19]1[CH:20]=[C:4]([CH:5]=[C:6]([O:7][C:8]2[C:16]([Cl:17])=[CH:15][CH:14]=[C:13]3[C:9]=2[CH:10]=[N:11][NH:12]3)[CH:18]=1)[C:41]#[N:42]. (5) Given the reactants [C:1]1([N:7]2[CH:11]=[C:10]([Si](C)(C)C)[NH:9][N:8]2C(N)=O)[CH:6]=[CH:5][CH:4]=[CH:3][CH:2]=1.CC1C=CC(S(Cl)(=O)=O)=CC=1.O.[N:31]1C=CC=C[CH:32]=1, predict the reaction product. The product is: [C:1]1([N:7]2[C:11]([C:32]#[N:31])=[CH:10][NH:9][NH:8]2)[CH:2]=[CH:3][CH:4]=[CH:5][CH:6]=1.